This data is from Forward reaction prediction with 1.9M reactions from USPTO patents (1976-2016). The task is: Predict the product of the given reaction. (1) Given the reactants [CH3:1][OH:2].[O:3]1[CH:5]([CH2:6][CH2:7][CH2:8][CH2:9][CH2:10][CH2:11][CH2:12][CH2:13][CH2:14][CH2:15][CH2:16][CH3:17])[CH2:4]1, predict the reaction product. The product is: [CH3:1][O:2][CH2:4][CH:5]([OH:3])[CH2:6][CH2:7][CH2:8][CH2:9][CH2:10][CH2:11][CH2:12][CH2:13][CH2:14][CH2:15][CH2:16][CH3:17]. (2) Given the reactants [CH3:1][C:2]1(C)[O:7][C:6]2[CH:8]=[CH:9][C:10]([C@@H:12]([OH:38])[CH2:13][NH:14][CH2:15][CH2:16][C:17]3[CH:37]=[CH:36][C:20]([O:21][CH2:22][CH2:23][O:24][CH2:25][C:26]4[CH:27]=[C:28]([NH:32][C:33]([NH2:35])=[O:34])[CH:29]=[CH:30][CH:31]=4)=[CH:19][CH:18]=3)=[CH:11][C:5]=2[CH2:4][O:3]1, predict the reaction product. The product is: [C:2]([OH:7])(=[O:3])[CH3:1].[OH:38][C@H:12]([C:10]1[CH:9]=[CH:8][C:6]([OH:7])=[C:5]([CH2:4][OH:3])[CH:11]=1)[CH2:13][NH:14][CH2:15][CH2:16][C:17]1[CH:37]=[CH:36][C:20]([O:21][CH2:22][CH2:23][O:24][CH2:25][C:26]2[CH:27]=[C:28]([NH:32][C:33]([NH2:35])=[O:34])[CH:29]=[CH:30][CH:31]=2)=[CH:19][CH:18]=1. (3) Given the reactants [CH2:1]([C:4]1([OH:17])[CH2:9][CH2:8][N:7]([C:10]([O:12][C:13]([CH3:16])([CH3:15])[CH3:14])=[O:11])[CH2:6][CH2:5]1)[CH:2]=[CH2:3].CN(C1C=CC=CN=1)C.[C:27](OC(=O)C)(=[O:29])[CH3:28].C(N(CC)CC)C, predict the reaction product. The product is: [C:27]([O:17][C:4]1([CH2:1][CH:2]=[CH2:3])[CH2:9][CH2:8][N:7]([C:10]([O:12][C:13]([CH3:16])([CH3:15])[CH3:14])=[O:11])[CH2:6][CH2:5]1)(=[O:29])[CH3:28]. (4) Given the reactants C(N(CC)CC)C.[C:8]([O:12][C:13]([N:15]1[CH2:20][CH2:19][NH:18][CH2:17][CH2:16]1)=[O:14])([CH3:11])([CH3:10])[CH3:9].[Br:21][C:22]1[CH:27]=[CH:26][C:25]([S:28](Cl)(=[O:30])=[O:29])=[CH:24][CH:23]=1, predict the reaction product. The product is: [C:8]([O:12][C:13]([N:15]1[CH2:20][CH2:19][N:18]([S:28]([C:25]2[CH:26]=[CH:27][C:22]([Br:21])=[CH:23][CH:24]=2)(=[O:30])=[O:29])[CH2:17][CH2:16]1)=[O:14])([CH3:11])([CH3:9])[CH3:10]. (5) Given the reactants [C:1]([O:20][CH2:21]C)(=[O:19])[CH2:2][CH2:3][CH2:4][CH2:5][CH2:6][CH2:7][CH2:8]/[CH:9]=[CH:10]\[CH2:11][CH2:12][CH2:13][CH2:14][CH2:15][CH2:16][CH2:17][CH3:18], predict the reaction product. The product is: [C:1]([O:20][CH3:21])(=[O:19])[CH2:2][CH2:3][CH2:4][CH2:5][CH2:6][CH2:7][CH2:8]/[CH:9]=[CH:10]\[CH2:11][CH2:12][CH2:13][CH2:14][CH2:15][CH2:16][CH2:17][CH3:18]. (6) Given the reactants [C:1]([O:5][C:6](=[O:42])[N:7]([CH2:15][C:16]1[CH:17]=[N:18][C:19]([C:22]2[S:30][C:29]3[C:24](=[N:25][CH:26]=[CH:27][C:28]=3[O:31][C:32]3[CH:37]=[CH:36][C:35]([N+:38]([O-])=O)=[CH:34][C:33]=3[F:41])[CH:23]=2)=[CH:20][CH:21]=1)[CH2:8][CH2:9][O:10][CH2:11][CH2:12][O:13][CH3:14])([CH3:4])([CH3:3])[CH3:2].[Cl-].[NH4+], predict the reaction product. The product is: [C:1]([O:5][C:6](=[O:42])[N:7]([CH2:15][C:16]1[CH:17]=[N:18][C:19]([C:22]2[S:30][C:29]3[C:24](=[N:25][CH:26]=[CH:27][C:28]=3[O:31][C:32]3[CH:37]=[CH:36][C:35]([NH2:38])=[CH:34][C:33]=3[F:41])[CH:23]=2)=[CH:20][CH:21]=1)[CH2:8][CH2:9][O:10][CH2:11][CH2:12][O:13][CH3:14])([CH3:4])([CH3:2])[CH3:3]. (7) Given the reactants [F:1][C:2]1[CH:10]=[CH:9][C:8]([I:11])=[CH:7][C:3]=1[C:4]([OH:6])=O.[NH:12]1[CH2:17][CH2:16][O:15][CH2:14][CH2:13]1.CCN=C=NCCCN(C)C.Cl, predict the reaction product. The product is: [F:1][C:2]1[CH:10]=[CH:9][C:8]([I:11])=[CH:7][C:3]=1[C:4]([N:12]1[CH2:17][CH2:16][O:15][CH2:14][CH2:13]1)=[O:6]. (8) Given the reactants [F:1][CH:2]([F:10])[C:3]1[S:4][CH:5]=[C:6]([CH2:8][OH:9])[N:7]=1.Br[C:12]1[CH:17]=[CH:16][N:15]([C:18]2[CH:19]=[CH:20][C:21]3[N:25]=[C:24]([CH2:26][CH3:27])[N:23]([CH3:28])[C:22]=3[CH:29]=2)[C:14](=[O:30])[CH:13]=1.CC(C)([O-])C.[K+], predict the reaction product. The product is: [F:1][CH:2]([F:10])[C:3]1[S:4][CH:5]=[C:6]([CH2:8][O:9][C:12]2[CH:17]=[CH:16][N:15]([C:18]3[CH:19]=[CH:20][C:21]4[N:25]=[C:24]([CH2:26][CH3:27])[N:23]([CH3:28])[C:22]=4[CH:29]=3)[C:14](=[O:30])[CH:13]=2)[N:7]=1. (9) Given the reactants [Cl:1][C:2]1[CH:3]=[C:4]([CH:15]=[CH:16][C:17]=1[F:18])[O:5][C:6]1[N:14]=[CH:13][CH:12]=[CH:11][C:7]=1[C:8]([OH:10])=O.[F:19][C:20]1[CH:21]=[C:22]2[C:27](=[CH:28][C:29]=1[F:30])[NH:26][CH2:25][CH2:24][CH2:23]2.C(N(CCCC)CCCC)CCC.[I-].ClC1C=CC=C[N+]=1C, predict the reaction product. The product is: [Cl:1][C:2]1[CH:3]=[C:4]([CH:15]=[CH:16][C:17]=1[F:18])[O:5][C:6]1[C:7]([C:8]([N:26]2[C:27]3[C:22](=[CH:21][C:20]([F:19])=[C:29]([F:30])[CH:28]=3)[CH2:23][CH2:24][CH2:25]2)=[O:10])=[CH:11][CH:12]=[CH:13][N:14]=1. (10) The product is: [Cl:1][C:2]1[CH:7]=[CH:6][C:5]([C@H:8]2[C@@H:18]([C:19]3[CH:24]=[CH:23][C:22]([Cl:25])=[CH:21][CH:20]=3)[N:11]3[C:12](=[O:17])[C:13]([CH:36]=[C:37]([CH3:42])[CH3:38])=[CH:14][CH:15]=[C:10]3[N:9]2[S:26]([C:29]2[CH:34]=[CH:33][CH:32]=[CH:31][C:30]=2[F:35])(=[O:28])=[O:27])=[CH:4][CH:3]=1. Given the reactants [Cl:1][C:2]1[CH:7]=[CH:6][C:5]([C@H:8]2[C@@H:18]([C:19]3[CH:24]=[CH:23][C:22]([Cl:25])=[CH:21][CH:20]=3)[N:11]3[C:12](=[O:17])[C:13](I)=[CH:14][CH:15]=[C:10]3[N:9]2[S:26]([C:29]2[CH:34]=[CH:33][CH:32]=[CH:31][C:30]=2[F:35])(=[O:28])=[O:27])=[CH:4][CH:3]=1.[CH3:36][C:37]([CH3:42])=[CH:38]B(O)O, predict the reaction product.